This data is from Reaction yield outcomes from USPTO patents with 853,638 reactions. The task is: Predict the reaction yield, written as a fraction of the theoretical maximum amount of product (1.0 means a 100% yield; for example, 0.34 means a 34% yield). (1) The reactants are [CH3:1][C:2]1[C:16](=[O:17])[N:15]=[C:14]2[N:4]([C@@H:5]3[O:9][C@H:8]([CH2:10][OH:11])[C@@H:7]([OH:12])[C@@H:6]3[O:13]2)[CH:3]=1.[CH3:18][O:19][CH2:20][CH2:21][O:22]B([O:22][CH2:21][CH2:20][O:19][CH3:18])[O:22][CH2:21][CH2:20][O:19][CH3:18]. The catalyst is COCCO. The product is [CH3:18][O:19][CH2:20][CH2:21][O:22][C@@H:6]1[C@H:7]([OH:12])[C@@H:8]([CH2:10][OH:11])[O:9][C@H:5]1[N:4]1[CH:3]=[C:2]([CH3:1])[C:16](=[O:17])[NH:15][C:14]1=[O:13]. The yield is 0.630. (2) The reactants are [N:1]1[CH:6]=[CH:5][CH:4]=[C:3]([C:7]([C:9]2[CH:18]=[C:17]3[C:12]([CH:13]=[C:14]([C:23]([O:25]CC)=[O:24])[CH:15]([C:19]([F:22])([F:21])[F:20])[O:16]3)=[CH:11][CH:10]=2)=[O:8])[CH:2]=1.[OH-].[Na+]. The catalyst is CO.C1COCC1. The product is [N:1]1[CH:6]=[CH:5][CH:4]=[C:3]([C:7]([C:9]2[CH:18]=[C:17]3[C:12]([CH:13]=[C:14]([C:23]([OH:25])=[O:24])[CH:15]([C:19]([F:21])([F:22])[F:20])[O:16]3)=[CH:11][CH:10]=2)=[O:8])[CH:2]=1. The yield is 0.410. (3) The reactants are [OH:1][C:2]1[CH:23]=[CH:22][C:5]2[CH:6]=[C:7]([C:9](=O)[CH2:10][C:11](=O)/[CH:12]=[CH:13]/[C:14]3[CH:19]=[CH:18][CH:17]=[CH:16][CH:15]=3)[O:8][C:4]=2[CH:3]=1.O.[NH2:25][NH2:26]. The catalyst is C(O)(=O)C.C(O)C. The product is [C:14]1(/[CH:13]=[CH:12]/[C:11]2[NH:26][N:25]=[C:9]([C:7]3[O:8][C:4]4[CH:3]=[C:2]([OH:1])[CH:23]=[CH:22][C:5]=4[CH:6]=3)[CH:10]=2)[CH:19]=[CH:18][CH:17]=[CH:16][CH:15]=1. The yield is 0.110. (4) The reactants are [CH3:1][CH:2]1[CH2:7][CH2:6][CH2:5][CH2:4][CH:3]1[C:8]([OH:10])=O.C(Cl)(=O)C([Cl:14])=O. The catalyst is C(Cl)Cl.CN(C=O)C. The product is [CH3:1][CH:2]1[CH2:7][CH2:6][CH2:5][CH2:4][CH:3]1[C:8]([Cl:14])=[O:10]. The yield is 0.970. (5) The reactants are [CH3:1][C:2]1[N:6]([C:7]2[C:15]3[O:14][CH2:13][C@@H:12]([N:16](C(=O)C(F)(F)F)[C:17]4[CH:30]=[CH:29][C:20]5[C@H:21]([CH2:24][C:25]([O:27]C)=[O:26])[CH2:22][O:23][C:19]=5[CH:18]=4)[C:11]=3[CH:10]=[CH:9][CH:8]=2)[C:5]2[CH:37]=[CH:38][CH:39]=[CH:40][C:4]=2[N:3]=1.[OH-].[Na+].Cl.C(O)(=O)CC(CC(O)=O)(C(O)=O)O.C(=O)([O-])O.[Na+]. The catalyst is O1CCCC1.CO.O. The product is [CH3:1][C:2]1[N:6]([C:7]2[C:15]3[O:14][CH2:13][C@@H:12]([NH:16][C:17]4[CH:30]=[CH:29][C:20]5[C@H:21]([CH2:24][C:25]([OH:27])=[O:26])[CH2:22][O:23][C:19]=5[CH:18]=4)[C:11]=3[CH:10]=[CH:9][CH:8]=2)[C:5]2[CH:37]=[CH:38][CH:39]=[CH:40][C:4]=2[N:3]=1. The yield is 0.710. (6) The reactants are [CH3:1][C@@H:2]1[CH2:7][N:6]([C:8]2[N:16]=[C:15]([F:17])[CH:14]=[CH:13][C:9]=2[C:10](O)=[O:11])[CH2:5][C@H:4]([CH3:18])[O:3]1.[BH4-].[Na+].II.CO. The catalyst is C1COCC1.C(OCC)(=O)C.ClCCl. The product is [CH3:18][C@@H:4]1[CH2:5][N:6]([C:8]2[C:9]([CH2:10][OH:11])=[CH:13][CH:14]=[C:15]([F:17])[N:16]=2)[CH2:7][C@H:2]([CH3:1])[O:3]1. The yield is 0.210. (7) The reactants are [CH3:1][O:2][C:3]([NH:5][C@H:6]([C:10]([N:12]1[C:16]2([CH2:21][CH2:20][O:19][CH2:18][CH2:17]2)[CH2:15][CH2:14][CH:13]1C(O)=O)=[O:11])[CH:7]([CH3:9])[CH3:8])=[O:4].CC(C)[C@H](NC(OC)=O)C(N1C([C:45]([NH:47][CH2:48][C:49]([C:51]2[CH:56]=[CH:55][C:54]([C:57]3[CH:62]=[CH:61][C:60]([C:63]4[N:64]=[C:65]([C@@H:68]5[CH2:72][CH2:71][CH2:70][N:69]5[C:73](=[O:83])[C@@H:74]([NH:78][C:79]([O:81][CH3:82])=[O:80])[CH:75]([CH3:77])[CH3:76])[NH:66][CH:67]=4)=[CH:59][CH:58]=3)=[CH:53][CH:52]=2)=[O:50])=[O:46])CC2(CN(C(OC(C)(C)C)=O)C2)C1)=O.CN(C(ON1N=NC2C=CC=NC1=2)=[N+](C)C)C.F[P-](F)(F)(F)(F)F.CCN(C(C)C)C(C)C. The catalyst is ClCCl. The product is [CH3:76][CH:75]([CH3:77])[C@H:74]([NH:78][C:79](=[O:80])[O:81][CH3:82])[C:73]([N:69]1[CH2:70][CH2:71][CH2:72][C@H:68]1[C:65]1[NH:66][CH:67]=[C:63]([C:60]2[CH:59]=[CH:58][C:57]([C:54]3[CH:55]=[CH:56][C:51]([C:49](=[O:50])[CH2:48][NH:47][C:45]([CH:13]4[CH2:14][CH2:15][C:16]5([CH2:21][CH2:20][O:19][CH2:18][CH2:17]5)[N:12]4[C:10](=[O:11])[C@@H:6]([NH:5][C:3]([O:2][CH3:1])=[O:4])[CH:7]([CH3:9])[CH3:8])=[O:46])=[CH:52][CH:53]=3)=[CH:62][CH:61]=2)[N:64]=1)=[O:83]. The yield is 0.580. (8) The reactants are Br[C:2]1[CH:3]=[CH:4][C:5]([O:10][CH2:11][CH:12]2[CH2:17][CH2:16][N:15]([CH2:18][C:19]([CH2:23][CH3:24])([F:22])[CH2:20][CH3:21])[CH2:14][CH2:13]2)=[C:6]([CH:9]=1)[C:7]#[N:8].[CH3:25][O:26][C:27]([C:29]1[CH:34]=[CH:33][C:32](B(O)O)=[CH:31][CH:30]=1)=[O:28].C([O-])([O-])=O.[Cs+].[Cs+]. The catalyst is C1C=CC(P(C2C=CC=CC=2)[C-]2C=CC=C2)=CC=1.C1C=CC(P(C2C=CC=CC=2)[C-]2C=CC=C2)=CC=1.Cl[Pd]Cl.[Fe+2].O. The product is [C:7]([C:6]1[CH:9]=[C:2]([C:32]2[CH:33]=[CH:34][C:29]([C:27]([O:26][CH3:25])=[O:28])=[CH:30][CH:31]=2)[CH:3]=[CH:4][C:5]=1[O:10][CH2:11][CH:12]1[CH2:17][CH2:16][N:15]([CH2:18][C:19]([CH2:23][CH3:24])([F:22])[CH2:20][CH3:21])[CH2:14][CH2:13]1)#[N:8]. The yield is 0.400. (9) The reactants are [C:1]([O:5][C:6]([N:8]1[CH2:14][C:13]2[CH:15]=[C:16]([Cl:19])[CH:17]=[CH:18][C:12]=2[NH:11][C:10](=O)[CH2:9]1)=[O:7])([CH3:4])([CH3:3])[CH3:2].COC1C=CC(P2(=S)SP(=S)(C3C=CC(OC)=CC=3)[S:30]2)=CC=1. The catalyst is O1CCCC1. The product is [C:1]([O:5][C:6]([N:8]1[CH2:14][C:13]2[CH:15]=[C:16]([Cl:19])[CH:17]=[CH:18][C:12]=2[NH:11][C:10](=[S:30])[CH2:9]1)=[O:7])([CH3:4])([CH3:3])[CH3:2]. The yield is 0.864. (10) The reactants are Br[CH:2]([CH2:22][CH2:23][CH2:24][CH2:25][CH2:26][CH3:27])[C:3](=[O:21])[O:4][C@H:5]([CH2:10][CH2:11][CH2:12][CH2:13][CH2:14][CH2:15][CH2:16][CH2:17][CH2:18][CH2:19][CH3:20])[CH2:6][C:7]([O-:9])=O.C([Mg]Cl)(C)(C)C. No catalyst specified. The product is [CH2:22]([C:2]1[C:3](=[O:21])[O:4][C@H:5]([CH2:10][CH2:11][CH2:12][CH2:13][CH2:14][CH2:15][CH2:16][CH2:17][CH2:18][CH2:19][CH3:20])[CH2:6][C:7]=1[OH:9])[CH2:23][CH2:24][CH2:25][CH2:26][CH3:27]. The yield is 0.780.